From a dataset of Full USPTO retrosynthesis dataset with 1.9M reactions from patents (1976-2016). Predict the reactants needed to synthesize the given product. (1) Given the product [C:9]12([O:4][C:3]3[CH:5]=[CH:6][CH:7]=[CH:8][C:1]=3[O:2]1)[CH2:14][CH2:13][CH2:12][CH2:11][CH2:10]2, predict the reactants needed to synthesize it. The reactants are: [C:1]1([C:3](=[CH:5][CH:6]=[CH:7][CH:8]=1)[OH:4])[OH:2].[C:9]1(=O)[CH2:14][CH2:13][CH2:12][CH2:11][CH2:10]1. (2) The reactants are: [CH2:1]([C:8]1[CH:9]=[N:10][C:11]2[C:16]([C:17]=1[C:18]1[CH:19]=[C:20]([OH:24])[CH:21]=[CH:22][CH:23]=1)=[CH:15][CH:14]=[CH:13][C:12]=2[C:25]([F:28])([F:27])[F:26])[C:2]1[CH:7]=[CH:6][CH:5]=[CH:4][CH:3]=1.[CH3:29][N:30]1[C:38]2[C:33](=[CH:34][CH:35]=[CH:36][CH:37]=2)[C:32]([CH2:39]O)=[CH:31]1. Given the product [CH2:1]([C:8]1[CH:9]=[N:10][C:11]2[C:16]([C:17]=1[C:18]1[CH:23]=[CH:22][CH:21]=[C:20]([O:24][CH2:39][C:32]3[C:33]4[C:38](=[CH:37][CH:36]=[CH:35][CH:34]=4)[N:30]([CH3:29])[CH:31]=3)[CH:19]=1)=[CH:15][CH:14]=[CH:13][C:12]=2[C:25]([F:28])([F:26])[F:27])[C:2]1[CH:3]=[CH:4][CH:5]=[CH:6][CH:7]=1, predict the reactants needed to synthesize it. (3) Given the product [OH:18][CH2:17][CH2:16][CH2:15][C:12]1[CH:13]=[CH:14][C:9]([NH:8][C:6](=[O:7])[O:5][C:1]([CH3:3])([CH3:2])[CH3:4])=[CH:10][CH:11]=1, predict the reactants needed to synthesize it. The reactants are: [C:1]([O:5][C:6]([NH:8][C:9]1[CH:14]=[CH:13][C:12]([CH2:15][CH2:16][C:17](O)=[O:18])=[CH:11][CH:10]=1)=[O:7])([CH3:4])([CH3:3])[CH3:2]. (4) The reactants are: C([SiH2][O:6][C:7](C)(C)[C:8]1[CH:13]=[C:12]([CH3:14])[N:11]=[C:10]([C:15]#[N:16])[CH:9]=1)(C)(C)C.[F-].C([N+](CCCC)(CCCC)CCCC)CCC. Given the product [OH:6][CH2:7][C:8]1[CH:13]=[C:12]([CH3:14])[N:11]=[C:10]([C:15]#[N:16])[CH:9]=1, predict the reactants needed to synthesize it.